This data is from Reaction yield outcomes from USPTO patents with 853,638 reactions. The task is: Predict the reaction yield, written as a fraction of the theoretical maximum amount of product (1.0 means a 100% yield; for example, 0.34 means a 34% yield). The reactants are [CH3:1][O:2][C:3]1[CH:4]=[C:5]2[C:10](=[CH:11][C:12]=1[O:13][CH3:14])[N:9]=[CH:8][CH:7]=[C:6]2[O:15][C:16]1[CH:22]=[CH:21][C:19]([NH2:20])=[CH:18][CH:17]=1.ClC(Cl)(O[C:27](=[O:33])[O:28][C:29](Cl)(Cl)Cl)Cl.[CH3:35][O:36][C:37]1[CH:38]=[C:39](CO)[CH:40]=[CH:41][CH:42]=1.C(=O)(O)[O-].[Na+]. The catalyst is C(Cl)Cl.C(N(CC)CC)C.C1(C)C=CC=CC=1. The product is [CH3:1][O:2][C:3]1[CH:4]=[C:5]2[C:10](=[CH:11][C:12]=1[O:13][CH3:14])[N:9]=[CH:8][CH:7]=[C:6]2[O:15][C:16]1[CH:22]=[CH:21][C:19]([NH:20][C:27](=[O:33])[O:28][CH2:29][C:41]2[CH:40]=[CH:39][CH:38]=[C:37]([O:36][CH3:35])[CH:42]=2)=[CH:18][CH:17]=1. The yield is 0.790.